Dataset: hERG potassium channel inhibition data for cardiac toxicity prediction from Karim et al.. Task: Regression/Classification. Given a drug SMILES string, predict its toxicity properties. Task type varies by dataset: regression for continuous values (e.g., LD50, hERG inhibition percentage) or binary classification for toxic/non-toxic outcomes (e.g., AMES mutagenicity, cardiotoxicity, hepatotoxicity). Dataset: herg_karim. (1) The molecule is CC1CN(CC2(c3ccncc3)CC2)CCN1S(=O)(=O)c1ccc(C(C)(O)C(F)(F)F)cc1. The result is 1 (blocker). (2) The drug is CC(=O)SC1CC2=CC(=O)CCC2(C)C2CCC3C(CCC34CCC(=O)O4)C12. The result is 0 (non-blocker).